From a dataset of Peptide-MHC class I binding affinity with 185,985 pairs from IEDB/IMGT. Regression. Given a peptide amino acid sequence and an MHC pseudo amino acid sequence, predict their binding affinity value. This is MHC class I binding data. (1) The MHC is HLA-A26:01 with pseudo-sequence HLA-A26:01. The peptide sequence is ELTGYGTVTM. The binding affinity (normalized) is 0.164. (2) The peptide sequence is LLLIALWNL. The MHC is HLA-B57:01 with pseudo-sequence HLA-B57:01. The binding affinity (normalized) is 0. (3) The peptide sequence is AMYYRRTER. The MHC is HLA-A01:01 with pseudo-sequence HLA-A01:01. The binding affinity (normalized) is 0.0847. (4) The peptide sequence is AEISGSSPIL. The MHC is HLA-B44:03 with pseudo-sequence HLA-B44:03. The binding affinity (normalized) is 0.823. (5) The peptide sequence is VGPRWMEW. The MHC is Mamu-B52 with pseudo-sequence Mamu-B52. The binding affinity (normalized) is 0.979. (6) The peptide sequence is TWEAWWTEYW. The MHC is Mamu-A2201 with pseudo-sequence Mamu-A2201. The binding affinity (normalized) is 0.152. (7) The peptide sequence is TQSPVSVGF. The MHC is HLA-B14:02 with pseudo-sequence HLA-B14:02. The binding affinity (normalized) is 0.213.